From a dataset of Full USPTO retrosynthesis dataset with 1.9M reactions from patents (1976-2016). Predict the reactants needed to synthesize the given product. (1) Given the product [NH2:1][C:4]1[CH:5]=[C:6]([CH:14]=[CH:15][C:16]=1[N:17]1[CH2:22][CH2:21][N:20]([CH3:23])[CH2:19][CH2:18]1)[C:7]([O:9][C:10]([CH3:13])([CH3:12])[CH3:11])=[O:8], predict the reactants needed to synthesize it. The reactants are: [N+:1]([C:4]1[CH:5]=[C:6]([CH:14]=[CH:15][C:16]=1[N:17]1[CH2:22][CH2:21][N:20]([CH3:23])[CH2:19][CH2:18]1)[C:7]([O:9][C:10]([CH3:13])([CH3:12])[CH3:11])=[O:8])([O-])=O. (2) Given the product [F:1][C:2]1[CH:54]=[CH:53][CH:52]=[CH:51][C:3]=1[CH2:4][C:5]1([CH2:49][OH:50])[CH2:10][CH2:9][CH2:8][N:7]([NH:11][C:12]([C:14]2[CH:15]=[C:16]3[C:20](=[CH:21][CH:22]=2)[NH:19][N:18]=[C:17]3[C:42]2[CH:47]=[CH:46][N:45]=[C:44]([CH3:48])[CH:43]=2)=[O:13])[CH2:6]1, predict the reactants needed to synthesize it. The reactants are: [F:1][C:2]1[CH:54]=[CH:53][CH:52]=[CH:51][C:3]=1[CH2:4][C:5]1([CH2:49][OH:50])[CH2:10][CH2:9][CH2:8][N:7]([NH:11][C:12]([C:14]2[CH:15]=[C:16]3[C:20](=[CH:21][CH:22]=2)[N:19](C(C2C=CC=CC=2)(C2C=CC=CC=2)C2C=CC=CC=2)[N:18]=[C:17]3[C:42]2[CH:47]=[CH:46][N:45]=[C:44]([CH3:48])[CH:43]=2)=[O:13])[CH2:6]1.FC(F)(F)C(O)=O.C([SiH](CC)CC)C.